This data is from Full USPTO retrosynthesis dataset with 1.9M reactions from patents (1976-2016). The task is: Predict the reactants needed to synthesize the given product. (1) Given the product [Cl:36][C:21]1[C:22]([NH:24][C@@H:25]2[CH2:26][CH2:27][C@H:28]([NH:31][S:32]([CH3:35])(=[O:34])=[O:33])[CH2:29][CH2:30]2)=[N:23][C:18]([NH:16][C:13]2[CH:14]=[CH:15][C:8]3[CH2:7][CH2:6][N:5]([CH2:4][CH2:3][O:2][CH3:1])[CH2:11][CH2:10][C:9]=3[CH:12]=2)=[N:19][CH:20]=1, predict the reactants needed to synthesize it. The reactants are: [CH3:1][O:2][CH2:3][CH2:4][N:5]1[CH2:11][CH2:10][C:9]2[CH:12]=[C:13]([NH2:16])[CH:14]=[CH:15][C:8]=2[CH2:7][CH2:6]1.Cl[C:18]1[N:23]=[C:22]([NH:24][C@@H:25]2[CH2:30][CH2:29][C@H:28]([NH:31][S:32]([CH3:35])(=[O:34])=[O:33])[CH2:27][CH2:26]2)[C:21]([Cl:36])=[CH:20][N:19]=1. (2) Given the product [CH2:31]([N:14]1[C:15]2[CH2:16][CH2:17][NH:8][CH2:9][CH2:10][C:11]=2[C:12]([C:18]2[S:19][CH:20]=[CH:21][CH:22]=2)=[N:13]1)[C:32]1[CH:37]=[CH:36][CH:35]=[CH:34][CH:33]=1, predict the reactants needed to synthesize it. The reactants are: C(OC([N:8]1[CH2:17][CH2:16][C:15]2[NH:14][N:13]=[C:12]([C:18]3[S:19][CH:20]=[CH:21][CH:22]=3)[C:11]=2[CH2:10][CH2:9]1)=O)(C)(C)C.S1C=CC=C1C(Cl)=O.[CH2:31](Cl)[C:32]1[CH:37]=[CH:36][CH:35]=[CH:34][CH:33]=1. (3) Given the product [Cl:14][C:11]1[CH:12]=[CH:13][C:5]([OH:4])=[C:6]([CH:10]=1)[C:7]([NH:22][C:23]1[CH:28]=[CH:27][N:26]=[CH:25][C:24]=1[Cl:29])=[O:8], predict the reactants needed to synthesize it. The reactants are: C([O:4][C:5]1[CH:13]=[CH:12][C:11]([Cl:14])=[CH:10][C:6]=1[C:7](Cl)=[O:8])(=O)C.C(N(CC)CC)C.[NH2:22][C:23]1[CH:28]=[CH:27][N:26]=[CH:25][C:24]=1[Cl:29]. (4) The reactants are: Cl.[NH2:2][CH2:3][C:4]([CH3:7])([SH:6])[CH3:5].C(N(CC)CC)C.[CH:15]1[C:25]2[C:24]3[CH:26]=[CH:27][CH:28]=[CH:29][C:23]=3[C:22](=[O:30])[O:21][C:20](=[O:31])[C:19]=2[CH:18]=[CH:17][CH:16]=1.Cl. Given the product [CH3:5][C:4]([SH:6])([CH3:7])[CH2:3][NH:2][C:22]([C:23]1[CH:29]=[CH:28][CH:27]=[CH:26][C:24]=1[C:25]1[CH:15]=[CH:16][CH:17]=[CH:18][C:19]=1[C:20]([OH:31])=[O:21])=[O:30], predict the reactants needed to synthesize it. (5) Given the product [Si:12]([O:11][CH2:10][CH2:9][CH:8]([N:5]1[CH:6]=[CH:7][C:2]([NH:1][C:41](=[O:48])[C:42]2[CH:47]=[CH:46][CH:45]=[CH:44][CH:43]=2)=[N:3][C:4]1=[O:40])[CH2:19][O:20][C:21]([C:34]1[CH:39]=[CH:38][CH:37]=[CH:36][CH:35]=1)([C:28]1[CH:29]=[CH:30][CH:31]=[CH:32][CH:33]=1)[C:22]1[CH:23]=[CH:24][CH:25]=[CH:26][CH:27]=1)([C:15]([CH3:16])([CH3:18])[CH3:17])([CH3:13])[CH3:14], predict the reactants needed to synthesize it. The reactants are: [NH2:1][C:2]1[CH:7]=[CH:6][N:5]([CH:8]([CH2:19][O:20][C:21]([C:34]2[CH:39]=[CH:38][CH:37]=[CH:36][CH:35]=2)([C:28]2[CH:33]=[CH:32][CH:31]=[CH:30][CH:29]=2)[C:22]2[CH:27]=[CH:26][CH:25]=[CH:24][CH:23]=2)[CH2:9][CH2:10][O:11][Si:12]([C:15]([CH3:18])([CH3:17])[CH3:16])([CH3:14])[CH3:13])[C:4](=[O:40])[N:3]=1.[C:41](Cl)(=[O:48])[C:42]1[CH:47]=[CH:46][CH:45]=[CH:44][CH:43]=1. (6) Given the product [N+:2]([C:5]1[CH:6]=[CH:7][C:8]([C:9]2[NH:11][C:26]([C:28]3[CH:37]=[CH:36][C:31]([C:32]([O:34][CH3:35])=[O:33])=[CH:30][CH:29]=3)=[CH:25][N:10]=2)=[CH:12][CH:13]=1)([O-:4])=[O:3], predict the reactants needed to synthesize it. The reactants are: Cl.[N+:2]([C:5]1[CH:13]=[CH:12][C:8]([C:9]([NH2:11])=[NH:10])=[CH:7][CH:6]=1)([O-:4])=[O:3].C([O-])(O)=O.[Na+].C1COCC1.Br[CH2:25][C:26]([C:28]1[CH:37]=[CH:36][C:31]([C:32]([O:34][CH3:35])=[O:33])=[CH:30][CH:29]=1)=O. (7) Given the product [O:13]1[C:17]2[CH:18]=[CH:19][C:20]([CH:22]([N:24]3[CH2:29][CH2:28][N:27]([CH2:2][C:3]4[S:7][C:6]([NH:8][C:9](=[O:11])[CH3:10])=[N:5][CH:4]=4)[CH2:26][CH2:25]3)[CH3:23])=[CH:21][C:16]=2[O:15][CH2:14]1, predict the reactants needed to synthesize it. The reactants are: Cl[CH2:2][C:3]1[S:7][C:6]([NH:8][C:9](=[O:11])[CH3:10])=[N:5][CH:4]=1.Cl.[O:13]1[C:17]2[CH:18]=[CH:19][C:20]([CH:22]([N:24]3[CH2:29][CH2:28][NH:27][CH2:26][CH2:25]3)[CH3:23])=[CH:21][C:16]=2[O:15][CH2:14]1.CCN(C(C)C)C(C)C.